This data is from Full USPTO retrosynthesis dataset with 1.9M reactions from patents (1976-2016). The task is: Predict the reactants needed to synthesize the given product. Given the product [CH:4]1([C@H:10]([NH:18][C:19]([C:21]2[CH:26]=[CH:25][C:24]([C:27]3[CH:28]=[CH:29][C:30]([CH2:33][N:2]([CH3:3])[CH3:1])=[CH:31][CH:32]=3)=[CH:23][C:22]=2[NH:35][C:36]([NH:38][C:39]2[C:44]([CH3:45])=[CH:43][C:42]([CH3:46])=[CH:41][C:69]=2[CH3:70])=[O:37])=[O:20])[C:11]([O:13][C:14]([CH3:15])([CH3:17])[CH3:16])=[O:12])[CH2:9][CH2:8][CH2:7][CH2:6][CH2:5]1, predict the reactants needed to synthesize it. The reactants are: [CH3:1][NH:2][CH3:3].[CH:4]1([C@H:10]([NH:18][C:19]([C:21]2[CH:26]=[CH:25][C:24]([C:27]3[CH:32]=[CH:31][C:30]([CH:33]=O)=[CH:29][CH:28]=3)=[CH:23][C:22]=2[NH:35][C:36]([NH:38][C:39]2[C:44]([CH3:45])=[CH:43][C:42]([CH3:46])=[CH:41]C=2C)=[O:37])=[O:20])[C:11]([O:13][C:14]([CH3:17])([CH3:16])[CH3:15])=[O:12])[CH2:9][CH2:8][CH2:7][CH2:6][CH2:5]1.C(O[BH-](OC(=O)C)OC(=O)C)(=O)C.[Na+].C(OCC)(=O)C.Cl[CH2:69][CH2:70]Cl.